This data is from Reaction yield outcomes from USPTO patents with 853,638 reactions. The task is: Predict the reaction yield, written as a fraction of the theoretical maximum amount of product (1.0 means a 100% yield; for example, 0.34 means a 34% yield). (1) The reactants are [NH2:1][C:2]1([C:8]([OH:10])=[O:9])[CH2:7][CH2:6][CH2:5][CH2:4][CH2:3]1.[OH-].[Na+].[C:13](O[C:13]([O:15][C:16]([CH3:19])([CH3:18])[CH3:17])=[O:14])([O:15][C:16]([CH3:19])([CH3:18])[CH3:17])=[O:14]. The catalyst is O1CCOCC1. The product is [C:16]([O:15][C:13]([NH:1][C:2]1([C:8]([OH:10])=[O:9])[CH2:7][CH2:6][CH2:5][CH2:4][CH2:3]1)=[O:14])([CH3:19])([CH3:18])[CH3:17]. The yield is 0.690. (2) The reactants are [Br:1][C:2]1[S:3][C:4](Br)=[N:5][N:6]=1.[CH2:8]1[C:11]2([CH2:16][CH2:15][N:14]([C:17]([O:19][C:20]([CH3:23])([CH3:22])[CH3:21])=[O:18])[CH2:13][CH2:12]2)[CH2:10][NH:9]1.CCN(C(C)C)C(C)C. The catalyst is O1CCOCC1.O. The product is [Br:1][C:2]1[S:3][C:4]([N:9]2[CH2:8][C:11]3([CH2:12][CH2:13][N:14]([C:17]([O:19][C:20]([CH3:23])([CH3:22])[CH3:21])=[O:18])[CH2:15][CH2:16]3)[CH2:10]2)=[N:5][N:6]=1. The yield is 0.880. (3) The reactants are [C:1]([C:5]1[N:9]([CH2:10][CH:11]2[CH2:16][CH2:15][C:14]([F:18])([F:17])[CH2:13][CH2:12]2)[C:8]2[CH:19]=[CH:20][C:21]([S:23]([N:26]3[CH2:29][CH:28]([OH:30])[CH2:27]3)(=[O:25])=[O:24])=[CH:22][C:7]=2[N:6]=1)([CH3:4])([CH3:3])[CH3:2].C(N(CC)CC)C.[CH2:38]([N:40]=[C:41]=[O:42])[CH3:39]. The catalyst is ClCCl. The product is [CH2:38]([NH:40][C:41](=[O:42])[O:30][CH:28]1[CH2:27][N:26]([S:23]([C:21]2[CH:20]=[CH:19][C:8]3[N:9]([CH2:10][CH:11]4[CH2:16][CH2:15][C:14]([F:17])([F:18])[CH2:13][CH2:12]4)[C:5]([C:1]([CH3:4])([CH3:2])[CH3:3])=[N:6][C:7]=3[CH:22]=2)(=[O:25])=[O:24])[CH2:29]1)[CH3:39]. The yield is 0.850. (4) The reactants are Cl[CH2:2][CH2:3][CH2:4][CH2:5][N:6]1[C:10]2[C:11](=[N:19][OH:20])[CH2:12][CH2:13][N:14]([CH3:18])[S:15](=[O:17])(=[O:16])[C:9]=2[CH:8]=[CH:7]1.Cl.[F:22][C:23]1[CH:36]=[CH:35][C:26]([C:27]([CH:29]2[CH2:34][CH2:33][NH:32][CH2:31][CH2:30]2)=[O:28])=[CH:25][CH:24]=1.C(=O)([O-])O.[Na+].[I-].[Na+]. The catalyst is C(#N)C. The product is [F:22][C:23]1[CH:24]=[CH:25][C:26]([C:27]([CH:29]2[CH2:34][CH2:33][N:32]([CH2:2][CH2:3][CH2:4][CH2:5][N:6]3[C:10]4[C:11](=[N:19][OH:20])[CH2:12][CH2:13][N:14]([CH3:18])[S:15](=[O:17])(=[O:16])[C:9]=4[CH:8]=[CH:7]3)[CH2:31][CH2:30]2)=[O:28])=[CH:35][CH:36]=1. The yield is 0.640. (5) The reactants are [Br:1][C:2]1[CH:3]=[CH:4][C:5]2[N:6]([CH2:16][CH:17]([F:40])[CH2:18][N:19]([C:32]3[CH:37]=[CH:36][CH:35]=[C:34]([O:38][CH3:39])[CH:33]=3)S(C3C=CC([N+]([O-])=O)=CC=3)(=O)=O)[C:7]3[C:12]([C:13]=2[CH:14]=1)=[CH:11][C:10]([Br:15])=[CH:9][CH:8]=3.[OH-].[Li+].CN(C)C=O.SCC(O)=O. The catalyst is CCOC(C)=O. The product is [Br:15][C:10]1[CH:9]=[CH:8][C:7]2[N:6]([CH2:16][CH:17]([F:40])[CH2:18][NH:19][C:32]3[CH:37]=[CH:36][CH:35]=[C:34]([O:38][CH3:39])[CH:33]=3)[C:5]3[C:13]([C:12]=2[CH:11]=1)=[CH:14][C:2]([Br:1])=[CH:3][CH:4]=3. The yield is 0.880. (6) The reactants are [O:1]([C:3]1[CH:8]=[CH:7][N:6]=[CH:5][CH:4]=1)C.[C:9](Cl)([O:11][CH2:12][C:13]1[CH:18]=[CH:17][CH:16]=[CH:15][CH:14]=1)=[O:10].[CH2:20]([Mg]Br)[CH3:21].Cl. The catalyst is C1(C)C=CC=CC=1. The product is [CH2:20]([CH:7]1[CH2:8][C:3](=[O:1])[CH:4]=[CH:5][N:6]1[C:9]([O:11][CH2:12][C:13]1[CH:18]=[CH:17][CH:16]=[CH:15][CH:14]=1)=[O:10])[CH3:21]. The yield is 0.899.